This data is from Full USPTO retrosynthesis dataset with 1.9M reactions from patents (1976-2016). The task is: Predict the reactants needed to synthesize the given product. (1) Given the product [CH3:10][O:9][C:6]1[N:5]2[N:11]=[C:12]([CH2:14][O:15][CH:16]3[CH2:21][CH2:20][CH2:19][CH2:18][O:17]3)[CH:13]=[C:4]2[C:3]([CH:2]=[O:1])=[CH:8][CH:7]=1, predict the reactants needed to synthesize it. The reactants are: [OH:1][CH2:2][C:3]1[C:4]2[N:5]([N:11]=[C:12]([CH2:14][O:15][CH:16]3[CH2:21][CH2:20][CH2:19][CH2:18][O:17]3)[CH:13]=2)[C:6]([O:9][CH3:10])=[CH:7][CH:8]=1. (2) Given the product [CH3:1][O:2][C:3]1[CH:4]=[N:5][C:6]2[C:11]([CH:12]=1)=[C:10]([O:13][CH2:14][CH2:15][N:16]1[CH2:21][CH2:20][N:19]([C:33]([C:30]3[CH:31]=[CH:32][C:26]4[O:25][CH2:24][C:23](=[O:22])[NH:28][C:27]=4[CH:29]=3)=[O:34])[CH2:18][CH2:17]1)[CH:9]=[CH:8][CH:7]=2, predict the reactants needed to synthesize it. The reactants are: [CH3:1][O:2][C:3]1[CH:4]=[N:5][C:6]2[C:11]([CH:12]=1)=[C:10]([O:13][CH2:14][CH2:15][N:16]1[CH2:21][CH2:20][NH:19][CH2:18][CH2:17]1)[CH:9]=[CH:8][CH:7]=2.[O:22]=[C:23]1[NH:28][C:27]2[CH:29]=[C:30]([C:33](O)=[O:34])[CH:31]=[CH:32][C:26]=2[O:25][CH2:24]1.